This data is from Forward reaction prediction with 1.9M reactions from USPTO patents (1976-2016). The task is: Predict the product of the given reaction. (1) Given the reactants [CH3:1][C:2]([S:14]([C:17]1[CH:22]=[CH:21][CH:20]=[C:19]([C:23]([F:26])([F:25])[F:24])[CH:18]=1)(=[O:16])=[O:15])([CH3:13])[CH2:3][CH2:4][NH:5][C:6](=[O:12])[O:7][C:8]([CH3:11])([CH3:10])[CH3:9].[H-].[Na+].[CH3:29]I, predict the reaction product. The product is: [CH3:29][N:5]([CH2:4][CH2:3][C:2]([CH3:1])([S:14]([C:17]1[CH:22]=[CH:21][CH:20]=[C:19]([C:23]([F:24])([F:25])[F:26])[CH:18]=1)(=[O:16])=[O:15])[CH3:13])[C:6](=[O:12])[O:7][C:8]([CH3:9])([CH3:10])[CH3:11]. (2) The product is: [C:25]([C:29]1[CH:38]=[C:37]2[C:32]([C:33](=[O:55])[N:34]([C:39]3[CH:44]=[CH:43][CH:42]=[C:41]([C:2]4[CH:3]=[C:4]([NH:10][C:11]5[CH:16]=[CH:15][C:14]([C:17]([N:19]6[CH2:24][CH2:23][O:22][CH2:21][CH2:20]6)=[O:18])=[CH:13][N:12]=5)[C:5](=[O:9])[N:6]([CH3:8])[N:7]=4)[C:40]=3[CH3:54])[CH:35]=[N:36]2)=[CH:31][CH:30]=1)([CH3:28])([CH3:27])[CH3:26]. Given the reactants Cl[C:2]1[CH:3]=[C:4]([NH:10][C:11]2[CH:16]=[CH:15][C:14]([C:17]([N:19]3[CH2:24][CH2:23][O:22][CH2:21][CH2:20]3)=[O:18])=[CH:13][N:12]=2)[C:5](=[O:9])[N:6]([CH3:8])[N:7]=1.[C:25]([C:29]1[CH:38]=[C:37]2[C:32]([C:33](=[O:55])[N:34]([C:39]3[CH:44]=[CH:43][CH:42]=[C:41](B4OC(C)(C)C(C)(C)O4)[C:40]=3[CH3:54])[CH:35]=[N:36]2)=[CH:31][CH:30]=1)([CH3:28])([CH3:27])[CH3:26].C(=O)([O-])[O-].[Na+].[Na+], predict the reaction product. (3) Given the reactants [C:1]([N:5]([C:26](=[O:35])[C:27]1[CH:32]=[C:31]([CH3:33])[CH:30]=[C:29]([CH3:34])[CH:28]=1)[NH:6][C:7](=[O:25])[C:8]1[CH:13]=[CH:12][C:11]([B:14]2[O:18]C(C)(C)C(C)(C)[O:15]2)=[C:10]([CH:23]=[O:24])[CH:9]=1)([CH3:4])([CH3:3])[CH3:2].O, predict the reaction product. The product is: [C:1]([N:5]([C:26](=[O:35])[C:27]1[CH:32]=[C:31]([CH3:33])[CH:30]=[C:29]([CH3:34])[CH:28]=1)[NH:6][C:7]([C:8]1[CH:13]=[CH:12][C:11]([B:14]([OH:18])[OH:15])=[C:10]([CH:23]=[O:24])[CH:9]=1)=[O:25])([CH3:4])([CH3:3])[CH3:2].